Binary Classification. Given a drug SMILES string, predict its activity (active/inactive) in a high-throughput screening assay against a specified biological target. From a dataset of HIV replication inhibition screening data with 41,000+ compounds from the AIDS Antiviral Screen. (1) The result is 0 (inactive). The molecule is Cc1cc(C(=O)Nc2ccc(NC3=NCCN3)cc2)c(C)cc1C(=O)Nc1ccc(NC2=NCCN2)cc1. (2) The compound is COC(=O)c1cc(C(=CCC2OCCO2)c2cc(Cl)c(OC)c(C(=O)OC)c2)cc(Cl)c1OC. The result is 1 (active). (3) The drug is CCCOC1=NC2=NC(OCCC)=NC3=C(Br)C=C(Br)C(=N1)N23. The result is 0 (inactive). (4) The drug is CC(C)(C)OC(=O)NC(CSCc1ccc(C(=O)c2ccccc2)cc1)C(=O)O. The result is 0 (inactive). (5) The molecule is CCC(=C(C#N)c1ccc(OCCN(CC)CC)cc1)c1ccc(OCCN(CC)CC)cc1.O=C(O)CC(O)(CC(=O)O)C(=O)O. The result is 0 (inactive). (6) The drug is CC(=O)Nc1ccccc1S(=O)(=O)c1c(-c2c(C)c(Cl)c(C)c(Cl)c2C)noc1C. The result is 0 (inactive). (7) The molecule is COc1cc(N=Nc2c(S(=O)(=O)O)cc3cc(NC(=O)Nc4ccc5c(O)c(N=Nc6ccc7cc(S(=O)(=O)O)ccc7c6)c(S(=O)(=O)O)cc5c4)ccc3c2O)c(C)cc1N. The result is 1 (active). (8) The molecule is CC(C=C(C#N)C#N)=Cc1ccccc1. The result is 0 (inactive). (9) The molecule is O=C(O)CCC(=O)NC(c1ccccc1)(c1ccccc1)c1ccccc1. The result is 0 (inactive). (10) The drug is CC1(C)OC2(C=CC1O)CCCCO2. The result is 0 (inactive).